From a dataset of Reaction yield outcomes from USPTO patents with 853,638 reactions. Predict the reaction yield, written as a fraction of the theoretical maximum amount of product (1.0 means a 100% yield; for example, 0.34 means a 34% yield). (1) The reactants are C1(P(C2C=CC=CC=2)C2C3OC4C(=CC=CC=4P(C4C=CC=CC=4)C4C=CC=CC=4)C(C)(C)C=3C=CC=2)C=CC=CC=1.FC(F)(F)S(O[C:49]1[CH:58]=[C:57]2[C:52]([CH2:53][CH2:54][CH:55]([C:59]([O:61][CH3:62])=[O:60])[CH2:56]2)=[CH:51][CH:50]=1)(=O)=O.[C:65](=[O:72])([O:67][C:68]([CH3:71])([CH3:70])[CH3:69])[NH2:66].C(=O)([O-])[O-].[Cs+].[Cs+]. The catalyst is C([O-])(=O)C.[Pd+2].C([O-])(=O)C.O1CCOCC1. The product is [C:68]([O:67][C:65]([NH:66][C:49]1[CH:58]=[C:57]2[C:52]([CH2:53][CH2:54][CH:55]([C:59]([O:61][CH3:62])=[O:60])[CH2:56]2)=[CH:51][CH:50]=1)=[O:72])([CH3:71])([CH3:70])[CH3:69]. The yield is 0.200. (2) The reactants are [N:1]1[S:5][N:4]=[C:3]2[C:6]([S:10]([NH:13][C:14]3[CH:34]=[C:33]([Cl:35])[C:32]([Cl:36])=[CH:31][C:15]=3[C:16]([NH:18][C@@H:19]([CH2:23][C:24]3[CH:29]=[CH:28][C:27]([Cl:30])=[CH:26][CH:25]=3)[C:20](O)=[O:21])=[O:17])(=[O:12])=[O:11])=[CH:7][CH:8]=[CH:9][C:2]=12.[NH3:37]. No catalyst specified. The product is [N:1]1[S:5][N:4]=[C:3]2[C:6]([S:10]([NH:13][C:14]3[CH:34]=[C:33]([Cl:35])[C:32]([Cl:36])=[CH:31][C:15]=3[C:16]([NH:18][C@H:19]([C:20](=[O:21])[NH2:37])[CH2:23][C:24]3[CH:25]=[CH:26][C:27]([Cl:30])=[CH:28][CH:29]=3)=[O:17])(=[O:12])=[O:11])=[CH:7][CH:8]=[CH:9][C:2]=12. The yield is 0.200.